This data is from Experimentally validated miRNA-target interactions with 360,000+ pairs, plus equal number of negative samples. The task is: Binary Classification. Given a miRNA mature sequence and a target amino acid sequence, predict their likelihood of interaction. (1) The miRNA is hsa-miR-6077 with sequence GGGAAGAGCUGUACGGCCUUC. The protein sequence of the target gene is MATAASNPYLPGNSLLTAGSIVHSDAAGAGGGGGGGGGGGGGAGGGGGGMQPGSAAVTSGAYRGDPSSVKMVQSDFMQGAMAASNGGHMLSHAHQWVTALPHAAAAAAAAAAAAVEASSPWSGSAVGMAGSPQQPPQPPPPPPQGPDVKGGAGREDLHAGTALHHRGPPHLGPPPPPPHQGHPGGWGAAAAAAAAAAAAAAAAHLPSMAGGQQPPPQSLLYSQPGGFTVNGMLSAPPGPGGGGGGAGGGAQSLVHPGLVRGDTPELAEHHHHHHHHAHPHPPHPHHAQGPPHHGGGGAGP.... Result: 0 (no interaction). (2) The miRNA is rno-miR-29b-3p with sequence UAGCACCAUUUGAAAUCAGUGUU. The protein sequence of the target gene is MDLAPDRATGRPWLPLHTLSVSQLLRVFWLLSLLPGQAWVHGAEPRQVFQVLEEQPPGTLVGTIQTRPGFTYRLSESHALFAINSSTGALYTTSTIDRESLPSDVINLVVLSSAPTYPTEVRVLVRDLNDNAPVFPDPSIVVTFKEDSSSGRQVILDTATDSDIGSNGVDHRSYRIIRGNEAGRFRLDITLNPSGEGAFLHLVSKGGLDREVTPQYQLLVEVEDKGEPKRRGYLQVNVTVQDINDNPPVFGSSHYQAGVPEDAVVGSSVLQVAAADADEGTNADIRYRLQDEGTPFQMDP.... Result: 0 (no interaction). (3) Result: 0 (no interaction). The miRNA is cel-miR-268 with sequence GGCAAGAAUUAGAAGCAGUUUGGU. The protein sequence of the target gene is MTMRHNWTPDLSPLWVLLLCAHVVTLLVRATPVSQTTTAATASVRSTKDPCPSQPPVFPAAKQCPALEVTWPEVEVPLNGTLSLSCVACSRFPNFSILYWLGNGSFIEHLPGRLWEGSTSRERGSTGTQLCKALVLEQLTPALHSTNFSCVLVDPEQVVQRHVVLAQLWAGLRATLPPTQEALPSSHSSPQQQG. (4) The miRNA is hsa-miR-6788-5p with sequence CUGGGAGAAGAGUGGUGAAGA. The protein sequence of the target gene is MAFRQALQLAACGLAGGSAAVLFSAVAVGKPRAGGDAEPRPAEPPAWAGGARPGPGVWDPNWDRREPLSLINVRKRNVESGEEELASKLDHYKAKATRHIFLIRHSQYHVDGSLEKDRTLTPLGREQAELTGLRLASLGLKFNKIVHSSMTRAIETTDIISRHLPGVCKVSTDLLREGAPIEPDPPVSHWKPEAVQYYEDGARIEAAFRNYIHRADARQEEDSYEIFICHANVIRYIVCRALQFPPEGWLRLSLNNGSITHLVIRPNGRVALRTLGDTGFMPPDKITRS. Result: 1 (interaction).